This data is from Catalyst prediction with 721,799 reactions and 888 catalyst types from USPTO. The task is: Predict which catalyst facilitates the given reaction. (1) Reactant: [CH3:1][N:2](/[CH:4]=[C:5]1/[C:6](=O)[CH2:7][N:8]([C:10]([C:23]2[CH:28]=[CH:27][CH:26]=[CH:25][CH:24]=2)([C:17]2[CH:22]=[CH:21][CH:20]=[CH:19][CH:18]=2)[C:11]2[CH:16]=[CH:15][CH:14]=[CH:13][CH:12]=2)[CH2:9]/1)C.[CH3:30][C:31]1[CH:35]=C(N)[NH:33][N:32]=1.CC1C=C2N=C3CN(C(OC(C)(C)C)=O)CC3=CN2N=1. Product: [CH3:35][C:31]1[CH:30]=[C:1]2[N:2]=[CH:4][C:5]3[CH2:9][N:8]([C:10]([C:17]4[CH:22]=[CH:21][CH:20]=[CH:19][CH:18]=4)([C:11]4[CH:12]=[CH:13][CH:14]=[CH:15][CH:16]=4)[C:23]4[CH:28]=[CH:27][CH:26]=[CH:25][CH:24]=4)[CH2:7][C:6]=3[N:33]2[N:32]=1. The catalyst class is: 8. (2) The catalyst class is: 3. Reactant: [C:1]([C:3]1[CH:8]=[CH:7][C:6]([CH:9]2[C:18]3[C:13](=[CH:14][CH:15]=[N:16][C:17]=3[O:19][CH2:20][CH3:21])[NH:12][C:11]([CH3:22])=[C:10]2[C:23](O)=[O:24])=[C:5]([O:26][C:27]([F:30])([F:29])[F:28])[CH:4]=1)#[N:2].C(OCC)(=O)C.C(N1C=CN=C1)([N:39]1C=CN=C1)=O.N. Product: [C:1]([C:3]1[CH:8]=[CH:7][C:6]([CH:9]2[C:18]3[C:13](=[CH:14][CH:15]=[N:16][C:17]=3[O:19][CH2:20][CH3:21])[NH:12][C:11]([CH3:22])=[C:10]2[C:23]([NH2:39])=[O:24])=[C:5]([O:26][C:27]([F:28])([F:30])[F:29])[CH:4]=1)#[N:2]. (3) Reactant: [CH2:1]([N:3]([CH2:25][CH3:26])[C:4](=[O:24])[CH2:5][C:6]1[C:7]([C:17]2[CH:22]=[CH:21][C:20]([OH:23])=[CH:19][CH:18]=2)=[N:8][N:9]2[C:14]([CH3:15])=[CH:13][C:12]([CH3:16])=[N:11][C:10]=12)[CH3:2].[Na+].[I-:28]. Product: [CH2:25]([N:3]([CH2:1][CH3:2])[C:4](=[O:24])[CH2:5][C:6]1[C:7]([C:17]2[CH:18]=[CH:19][C:20]([OH:23])=[C:21]([I:28])[CH:22]=2)=[N:8][N:9]2[C:14]([CH3:15])=[CH:13][C:12]([CH3:16])=[N:11][C:10]=12)[CH3:26]. The catalyst class is: 5. (4) Reactant: [CH2:1]([C@H:8]([NH:41]C(=O)OC(C)(C)C)[C@@H:9]([OH:40])[CH2:10][C@@H:11]([NH:19][C:20](=[O:39])[C@@H:21]([N:26]1[CH2:30][CH2:29][N:28]([CH2:31][C:32]2[N:33]=[C:34]([CH3:37])[S:35][CH:36]=2)[C:27]1=[O:38])[C@@H:22]([CH3:25])[CH2:23][CH3:24])[CH2:12][C:13]1[CH:18]=[CH:17][CH:16]=[CH:15][CH:14]=1)[C:2]1[CH:7]=[CH:6][CH:5]=[CH:4][CH:3]=1.Cl. Product: [NH2:41][C@@H:8]([CH2:1][C:2]1[CH:3]=[CH:4][CH:5]=[CH:6][CH:7]=1)[C@@H:9]([OH:40])[CH2:10][C@@H:11]([NH:19][C:20](=[O:39])[C@@H:21]([N:26]1[CH2:30][CH2:29][N:28]([CH2:31][C:32]2[N:33]=[C:34]([CH3:37])[S:35][CH:36]=2)[C:27]1=[O:38])[C@@H:22]([CH3:25])[CH2:23][CH3:24])[CH2:12][C:13]1[CH:18]=[CH:17][CH:16]=[CH:15][CH:14]=1. The catalyst class is: 1.